Dataset: Forward reaction prediction with 1.9M reactions from USPTO patents (1976-2016). Task: Predict the product of the given reaction. (1) Given the reactants [OH:1][C:2]1[CH:3]=[C:4]2[C:9](=[CH:10][CH:11]=1)[C:8]([C:12]([O:14][CH3:15])=[O:13])=[CH:7][CH:6]=[CH:5]2.[C:16]([C@@H:20]1[CH2:25][CH2:24][C@H:23](O)[CH2:22][CH2:21]1)([CH3:19])([CH3:18])[CH3:17].C1C=CC(P(C2C=CC=CC=2)C2C=CC=CC=2)=CC=1.CC(OC(/N=N/C(OC(C)C)=O)=O)C, predict the reaction product. The product is: [C:16]([C@H:20]1[CH2:25][CH2:24][C@H:23]([O:1][C:2]2[CH:3]=[C:4]3[C:9](=[CH:10][CH:11]=2)[C:8]([C:12]([O:14][CH3:15])=[O:13])=[CH:7][CH:6]=[CH:5]3)[CH2:22][CH2:21]1)([CH3:19])([CH3:18])[CH3:17]. (2) Given the reactants [OH:1][C:2]1[CH:3]=[C:4]([CH2:8][C:9]([O:11][CH3:12])=[O:10])[CH:5]=[CH:6][CH:7]=1.[Br:13][CH2:14][CH2:15][CH2:16]O.C1(P(C2C=CC=CC=2)C2C=CC=CC=2)C=CC=CC=1.CC(OC(/N=N/C(OC(C)C)=O)=O)C, predict the reaction product. The product is: [Br:13][CH2:14][CH2:15][CH2:16][O:1][C:2]1[CH:3]=[C:4]([CH2:8][C:9]([O:11][CH3:12])=[O:10])[CH:5]=[CH:6][CH:7]=1.